From a dataset of Forward reaction prediction with 1.9M reactions from USPTO patents (1976-2016). Predict the product of the given reaction. (1) Given the reactants [CH:1]1(/[CH:6]=[C:7](/[C:20]2[NH:25][C:24](=[O:26])[C:23]([CH3:27])=[CH:22][CH:21]=2)\[C:8]2[CH:13]=[CH:12][C:11]([S:14]([CH:17]3[CH2:19][CH2:18]3)(=[O:16])=[O:15])=[CH:10][CH:9]=2)[CH2:5][CH2:4][CH2:3][CH2:2]1.[H][H], predict the reaction product. The product is: [CH:1]1([CH2:6][CH:7]([C:20]2[NH:25][C:24](=[O:26])[C:23]([CH3:27])=[CH:22][CH:21]=2)[C:8]2[CH:13]=[CH:12][C:11]([S:14]([CH:17]3[CH2:18][CH2:19]3)(=[O:16])=[O:15])=[CH:10][CH:9]=2)[CH2:5][CH2:4][CH2:3][CH2:2]1. (2) Given the reactants [OH:1][CH2:2][C:3]1[CH:4]=[C:5]([CH2:9][CH:10]([O:16][CH:17]([CH3:19])[CH3:18])[C:11]([O:13]CC)=[O:12])[CH:6]=[CH:7][CH:8]=1.[Cl:20][C:21]1[CH:26]=[CH:25][C:24]([N:27]=[C:28]=[O:29])=[CH:23][CH:22]=1, predict the reaction product. The product is: [Cl:20][C:21]1[CH:26]=[CH:25][C:24]([NH:27][C:28]([O:1][CH2:2][C:3]2[CH:4]=[C:5]([CH2:9][CH:10]([O:16][CH:17]([CH3:18])[CH3:19])[C:11]([OH:13])=[O:12])[CH:6]=[CH:7][CH:8]=2)=[O:29])=[CH:23][CH:22]=1. (3) Given the reactants Cl[C:2]1[N:7]=[CH:6][N:5]=[C:4]([NH2:8])[CH:3]=1.[C:9]1(P(C2C=CC=CC=2)CCCP(C2C=CC=CC=2)C2C=CC=CC=2)[CH:14]=CC=C[CH:10]=1.[C:38](=O)([O-:40])[O-:39].[K+].[K+], predict the reaction product. The product is: [CH2:10]([O:40][C:38]([C:2]1[CH:3]=[C:4]([NH2:8])[N:5]=[CH:6][N:7]=1)=[O:39])[CH2:9][CH3:14]. (4) Given the reactants [C:1]([O:5][C:6]([N:8]1[CH2:13][CH2:12][CH:11]([O:14][C:15]2[CH:23]=[CH:22][C:18]([C:19](O)=[O:20])=[CH:17][CH:16]=2)[CH2:10][CH2:9]1)=[O:7])([CH3:4])([CH3:3])[CH3:2].C(N(CC)CC)C.ClC(OCC)=O.[BH4-].[Na+], predict the reaction product. The product is: [C:1]([O:5][C:6]([N:8]1[CH2:9][CH2:10][CH:11]([O:14][C:15]2[CH:23]=[CH:22][C:18]([CH2:19][OH:20])=[CH:17][CH:16]=2)[CH2:12][CH2:13]1)=[O:7])([CH3:4])([CH3:2])[CH3:3]. (5) The product is: [CH3:13][N:1]1[C:10]2[C:5](=[CH:6][CH:7]=[CH:8][CH:9]=2)[CH2:4][CH2:3][CH2:2]1. Given the reactants [NH:1]1[C:10]2[C:5](=[CH:6][CH:7]=[CH:8][CH:9]=2)[CH2:4][CH2:3][CH2:2]1.C=O.[CH3:13]C(O)=O.[BH3-]C#N.[Na+], predict the reaction product. (6) Given the reactants C(B1[O:7][C:6]([CH3:9])([CH3:8])[C:5]([CH3:11])(C)[O:4]1)=C.C(=O)([O-])[O-].[Na+].[Na+].[NH2:18][C:19]1[C:20]([CH3:33])=[C:21]([CH3:32])[C:22]2OC(C)(C)[C:24](=O)[C:23]=2[C:30]=1Br, predict the reaction product. The product is: [NH2:18][C:19]1[C:20]([CH3:33])=[C:21]([CH3:32])[C:22]2[O:7][C:6]([CH3:8])([CH3:9])[C:5](=[O:4])[C:11]=2[C:30]=1[CH:23]=[CH2:24].